This data is from Full USPTO retrosynthesis dataset with 1.9M reactions from patents (1976-2016). The task is: Predict the reactants needed to synthesize the given product. (1) Given the product [CH3:1][O:2][C:3]1[CH:8]=[CH:7][C:6]([C:9]#[C:10][C:11]2[CH:18]=[CH:17][C:14]([CH2:15][NH:19][C:20]3[CH:21]=[CH:22][C:23]4[C:28](=[O:29])[O:27][C:26]([CH3:30])([CH3:31])[O:25][C:24]=4[CH:32]=3)=[CH:13][CH:12]=2)=[CH:5][CH:4]=1, predict the reactants needed to synthesize it. The reactants are: [CH3:1][O:2][C:3]1[CH:8]=[CH:7][C:6]([C:9]#[C:10][C:11]2[CH:18]=[CH:17][C:14]([CH:15]=O)=[CH:13][CH:12]=2)=[CH:5][CH:4]=1.[NH2:19][C:20]1[CH:21]=[CH:22][C:23]2[C:28](=[O:29])[O:27][C:26]([CH3:31])([CH3:30])[O:25][C:24]=2[CH:32]=1. (2) Given the product [F:1][C:2]1[CH:3]=[CH:4][C:5]([CH2:8][C:9]2[C:10]([N:16]3[CH2:22][C:21]4[CH:23]=[C:24]([C:40]5[N:41]=[CH:42][C:37]([NH2:36])=[N:38][CH:39]=5)[CH:25]=[CH:26][C:20]=4[O:19][CH2:18][CH2:17]3)=[N:11][CH:12]=[N:13][C:14]=2[CH3:15])=[CH:6][CH:7]=1, predict the reactants needed to synthesize it. The reactants are: [F:1][C:2]1[CH:7]=[CH:6][C:5]([CH2:8][C:9]2[C:10]([N:16]3[CH2:22][C:21]4[CH:23]=[C:24](B5OC(C)(C)C(C)(C)O5)[CH:25]=[CH:26][C:20]=4[O:19][CH2:18][CH2:17]3)=[N:11][CH:12]=[N:13][C:14]=2[CH3:15])=[CH:4][CH:3]=1.[NH2:36][C:37]1[CH:42]=[N:41][C:40](Br)=[CH:39][N:38]=1.C(=O)([O-])[O-].[K+].[K+].O. (3) Given the product [OH:1][C:2]1[CH:3]=[C:4]2[C:9](=[CH:10][CH:11]=1)[N:8]=[C:7]([C:12]([N:18]1[CH2:17][CH2:16][N:15]([C:21]([O:23][C:24]([CH3:27])([CH3:26])[CH3:25])=[O:22])[CH2:20][CH2:19]1)=[O:14])[CH:6]=[CH:5]2, predict the reactants needed to synthesize it. The reactants are: [OH:1][C:2]1[CH:3]=[C:4]2[C:9](=[CH:10][CH:11]=1)[N:8]=[C:7]([C:12]([OH:14])=O)[CH:6]=[CH:5]2.[N:15]1([C:21]([O:23][C:24]([CH3:27])([CH3:26])[CH3:25])=[O:22])[CH2:20][CH2:19][NH:18][CH2:17][CH2:16]1.F[B-](F)(F)F.N1(OC(N(C)C)=[N+](C)C)C2C=CC=CC=2N=N1.C(N(CC)C(C)C)(C)C.